From a dataset of Full USPTO retrosynthesis dataset with 1.9M reactions from patents (1976-2016). Predict the reactants needed to synthesize the given product. (1) Given the product [F:21][CH:20]([F:22])[O:19][C:16]1[CH:17]=[CH:18][C:13]([C@@H:11]([N:7]2[CH2:6][CH2:5][C@:4]([CH2:1][C:2](=[O:33])[CH3:3])([C:23]3[CH:28]=[CH:27][CH:26]=[CH:25][CH:24]=3)[O:9][C:8]2=[O:10])[CH3:12])=[CH:14][CH:15]=1, predict the reactants needed to synthesize it. The reactants are: [CH2:1]([C@@:4]1([C:23]2[CH:28]=[CH:27][CH:26]=[CH:25][CH:24]=2)[O:9][C:8](=[O:10])[N:7]([C@H:11]([C:13]2[CH:18]=[CH:17][C:16]([O:19][CH:20]([F:22])[F:21])=[CH:15][CH:14]=2)[CH3:12])[CH2:6][CH2:5]1)[CH:2]=[CH2:3].CN(C=[O:33])C. (2) The reactants are: [Cl:1][C:2]1[CH:3]=[C:4]([C:9]2[C:14]([C:15]([NH:17][CH2:18][CH2:19][CH2:20][C:21]3[CH:26]=[CH:25][CH:24]=[CH:23][CH:22]=3)=[O:16])=[C:13]([CH3:27])[N:12]=[C:11](S(C)(=O)=O)[N:10]=2)[CH:5]=[C:6]([Cl:8])[CH:7]=1.[CH2:32]([Mg]Br)[CH3:33].Cl. Given the product [CH2:32]([C:11]1[N:10]=[C:9]([C:4]2[CH:3]=[C:2]([Cl:1])[CH:7]=[C:6]([Cl:8])[CH:5]=2)[C:14]([C:15]([NH:17][CH2:18][CH2:19][CH2:20][C:21]2[CH:26]=[CH:25][CH:24]=[CH:23][CH:22]=2)=[O:16])=[C:13]([CH3:27])[N:12]=1)[CH3:33], predict the reactants needed to synthesize it. (3) Given the product [NH2:20][C:11]1[CH:12]=[C:13]([NH:16][C:17](=[O:19])[CH3:18])[CH:14]=[CH:15][C:10]=1[NH:9][CH2:8][CH:5]1[CH2:4][CH2:3][CH:2]([F:1])[CH2:7][CH2:6]1, predict the reactants needed to synthesize it. The reactants are: [F:1][C:2]1[CH2:7][CH2:6][CH:5]([CH2:8][NH:9][C:10]2[CH:15]=[CH:14][C:13]([NH:16][C:17](=[O:19])[CH3:18])=[CH:12][C:11]=2[N+:20]([O-])=O)[CH2:4][CH:3]=1. (4) Given the product [C:29]([C:26]1[CH:25]=[CH:24][C:23]([C:19]2[CH:20]=[CH:21][CH:22]=[C:17]([NH:16][C:9](=[O:11])[CH2:8][CH2:7][CH2:6][CH2:5][CH2:4][C:3](=[O:13])[C:2]([F:1])([F:15])[F:14])[CH:18]=2)=[CH:28][CH:27]=1)#[N:30], predict the reactants needed to synthesize it. The reactants are: [F:1][C:2]([F:15])([F:14])[C:3](=[O:13])[CH2:4][CH2:5][CH2:6][CH2:7][CH2:8][C:9]([O:11]C)=O.[NH2:16][C:17]1[CH:18]=[C:19]([C:23]2[CH:28]=[CH:27][C:26]([C:29]#[N:30])=[CH:25][CH:24]=2)[CH:20]=[CH:21][CH:22]=1.NC1C=CC=CC=1. (5) Given the product [CH:25]1([N:22]2[CH2:21][CH2:20][N:19]([C:17]3[N:16]=[CH:15][C:12]4[CH2:13][CH2:14][NH:8][CH2:9][CH2:10][C:11]=4[N:18]=3)[CH2:24][CH2:23]2)[CH2:28][CH2:27][CH2:26]1, predict the reactants needed to synthesize it. The reactants are: C([N:8]1[CH2:14][CH2:13][C:12]2[C:15](Cl)=[N:16][C:17]([N:19]3[CH2:24][CH2:23][N:22]([CH:25]4[CH2:28][CH2:27][CH2:26]4)[CH2:21][CH2:20]3)=[N:18][C:11]=2[CH2:10][CH2:9]1)C1C=CC=CC=1. (6) Given the product [C:56]([Si:60]([CH3:71])([CH3:70])[O:61][CH2:10][CH2:14][N:15]1[CH:19]=[CH:18][C:17]([NH:20][C:21](=[O:40])[C@@H:22]([C:29]2[CH:34]=[CH:33][C:32]([S:35]([CH3:38])(=[O:37])=[O:36])=[C:31]([CH3:42])[CH:30]=2)[CH2:23][CH:24]2[CH2:25][CH2:26][CH2:27][CH2:28]2)=[N:16]1)([CH3:59])([CH3:58])[CH3:57], predict the reactants needed to synthesize it. The reactants are: C(OC(=O)NC1C=CC=[C:10]([CH2:14][N:15]2[CH:19]=[CH:18][C:17]([NH:20][C:21](=[O:40])[C@@H:22]([C:29]3[CH:34]=[CH:33][C:32]([S:35]([CH3:38])(=[O:37])=[O:36])=[C:31](Cl)[CH:30]=3)[CH2:23][CH:24]3[CH2:28][CH2:27][CH2:26][CH2:25]3)=[N:16]2)C=1)(C)(C)C.[C:42](Cl)(=O)C(Cl)=O.N1C(C)=CC=CC=1C.[C:56]([Si:60]([CH3:71])([CH3:70])[O:61]CCN1C=CC(N)=N1)([CH3:59])([CH3:58])[CH3:57].